The task is: Predict the reaction yield, written as a fraction of the theoretical maximum amount of product (1.0 means a 100% yield; for example, 0.34 means a 34% yield).. This data is from Reaction yield outcomes from USPTO patents with 853,638 reactions. (1) The reactants are [Cl:1][C:2]1[CH:16]=[C:15]([Cl:17])[CH:14]=[CH:13][C:3]=1[O:4][CH:5]([CH3:12])[C:6](N(OC)C)=[O:7].[F:18][C:19]1[CH:28]=[CH:27][C:22]([CH2:23][CH2:24][Mg]Br)=[CH:21][CH:20]=1. The catalyst is C1COCC1. The product is [Cl:1][C:2]1[CH:16]=[C:15]([Cl:17])[CH:14]=[CH:13][C:3]=1[O:4][CH:5]([CH3:12])[C:6](=[O:7])[CH2:24][CH2:23][C:22]1[CH:27]=[CH:28][C:19]([F:18])=[CH:20][CH:21]=1. The yield is 0.410. (2) The reactants are [CH2:1]([C:5]1[CH:10]=[C:9]([O:11]C)[CH:8]=[C:7]([O:13]C)[CH:6]=1)[CH2:2][CH2:3][CH3:4].B(Br)(Br)Br. The catalyst is ClCCl. The product is [CH2:1]([C:5]1[CH:10]=[C:9]([OH:11])[CH:8]=[C:7]([OH:13])[CH:6]=1)[CH2:2][CH2:3][CH3:4]. The yield is 0.780. (3) The reactants are [SH:1][C:2]1[N:10]([CH2:11][O:12][CH2:13][CH2:14][Si:15]([CH3:18])([CH3:17])[CH3:16])[C:9]2[C:8](=[O:19])[N:7]([CH3:20])[C:6](=[O:21])[N:5]([CH3:22])[C:4]=2[N:3]=1.Cl[CH2:24][C:25]([NH:27][CH:28]([CH2:31][CH3:32])[CH2:29][OH:30])=[O:26].C(=O)([O-])[O-].[K+].[K+]. The catalyst is CN(C=O)C.C(OCC)(=O)C.O.[I-].[Na+]. The product is [CH3:20][N:7]1[C:8](=[O:19])[C:9]2[N:10]([CH2:11][O:12][CH2:13][CH2:14][Si:15]([CH3:17])([CH3:16])[CH3:18])[C:2]([S:1][CH2:24][C:25]([NH:27][CH:28]([CH2:31][CH3:32])[CH2:29][OH:30])=[O:26])=[N:3][C:4]=2[N:5]([CH3:22])[C:6]1=[O:21]. The yield is 0.477. (4) The reactants are [Cl:1][C:2]1[NH:3][C:4]2[C:9]([C:10]=1[CH2:11][CH:12]1[CH:16]([O:17][C:18](=[O:20])[CH3:19])[CH2:15][CH2:14][NH:13]1)=[CH:8][CH:7]=[C:6]([F:21])[CH:5]=2.[NH:22]([C:31]([O:33][C:34]([CH3:37])([CH3:36])[CH3:35])=[O:32])[C@H:23]([C:28](O)=[O:29])[C@@H:24]([CH3:27])[O:25][CH3:26].CN(C(ON1N=NC2C=CC=NC1=2)=[N+](C)C)C.F[P-](F)(F)(F)(F)F.CCN(C(C)C)C(C)C. The catalyst is CN1C(=O)CCC1.C(OCC)C. The product is [C:34]([O:33][C:31]([NH:22][CH:23]([CH:24]([O:25][CH3:26])[CH3:27])[C:28]([N:13]1[CH2:14][CH2:15][CH:16]([O:17][C:18](=[O:20])[CH3:19])[CH:12]1[CH2:11][C:10]1[C:9]2[C:4](=[CH:5][C:6]([F:21])=[CH:7][CH:8]=2)[NH:3][C:2]=1[Cl:1])=[O:29])=[O:32])([CH3:36])([CH3:37])[CH3:35]. The yield is 0.380. (5) The yield is 0.390. The product is [O:5]=[C:6]1[NH:14][C:9]2=[N:10][CH:11]=[CH:12][CH:13]=[C:8]2[N:7]1[CH:15]1[CH2:20][CH2:19][N:18]([C:21]([O:23][C@H:24]2[C:30]3=[N:31][C:32]([N:2]([CH3:1])[CH3:46])=[CH:33][CH:34]=[C:29]3[CH2:28][C@H:27]([C:36]3[CH:41]=[CH:40][CH:39]=[C:38]([F:42])[C:37]=3[F:43])[CH2:26][CH2:25]2)=[O:22])[CH2:17][CH2:16]1. The reactants are [C:1]([BH3-])#[N:2].[Na+].[O:5]=[C:6]1[NH:14][C:9]2=[N:10][CH:11]=[CH:12][CH:13]=[C:8]2[N:7]1[CH:15]1[CH2:20][CH2:19][N:18]([C:21]([O:23][C@H:24]2[C:30]3=[N:31][C:32](N)=[CH:33][CH:34]=[C:29]3[CH2:28][C@H:27]([C:36]3[CH:41]=[CH:40][CH:39]=[C:38]([F:42])[C:37]=3[F:43])[CH2:26][CH2:25]2)=[O:22])[CH2:17][CH2:16]1.C=O.[C:46](O)(=O)C. The catalyst is C(#N)C. (6) The yield is 0.750. The catalyst is CN(C)C=O.O.C(OCC)(=O)C. The reactants are [NH2:1][CH2:2][C:3]1[CH:16]=[CH:15][C:6]([CH2:7][NH:8][C:9]2[CH:14]=[CH:13][CH:12]=[CH:11][CH:10]=2)=[CH:5][CH:4]=1.[NH2:17][C:18]1[N:26]=[C:25]([Cl:27])[CH:24]=[CH:23][C:19]=1[C:20](O)=[O:21].F[P-](F)(F)(F)(F)F.N1(O[P+](N(C)C)(N(C)C)N(C)C)C2C=CC=CC=2N=N1.C(N(CC)CC)C. The product is [NH2:17][C:18]1[N:26]=[C:25]([Cl:27])[CH:24]=[CH:23][C:19]=1[C:20]([NH:1][CH2:2][C:3]1[CH:16]=[CH:15][C:6]([CH2:7][NH:8][C:9]2[CH:14]=[CH:13][CH:12]=[CH:11][CH:10]=2)=[CH:5][CH:4]=1)=[O:21]. (7) The reactants are Br[C:2]1[CH:24]=[C:23]([F:25])[CH:22]=[C:21]([F:26])[C:3]=1[O:4][CH2:5][C:6]([N:8]([CH:18]([CH3:20])[CH3:19])[NH:9][C:10](=[O:17])[C:11]1[CH:16]=[CH:15][CH:14]=[CH:13][CH:12]=1)=[O:7].C([O-])([O-])=O.[Na+].[Na+].[F:33][C:34]([F:46])([F:45])[O:35][C:36]1[CH:41]=[CH:40][CH:39]=[CH:38][C:37]=1B(O)O. The catalyst is COCCOC. The product is [F:26][C:21]1[C:3]([O:4][CH2:5][C:6]([N:8]([CH:18]([CH3:20])[CH3:19])[NH:9][C:10](=[O:17])[C:11]2[CH:16]=[CH:15][CH:14]=[CH:13][CH:12]=2)=[O:7])=[C:2]([C:37]2[CH:38]=[CH:39][CH:40]=[CH:41][C:36]=2[O:35][C:34]([F:33])([F:46])[F:45])[CH:24]=[C:23]([F:25])[CH:22]=1. The yield is 0.590.